From a dataset of Catalyst prediction with 721,799 reactions and 888 catalyst types from USPTO. Predict which catalyst facilitates the given reaction. (1) Reactant: [N:1]([CH2:4][CH2:5][O:6][CH2:7][CH2:8][O:9][CH2:10][CH2:11][O:12][CH2:13][C:14]1[CH:19]=[CH:18][C:17]([O:20][CH3:21])=[CH:16][CH:15]=1)=[N+]=[N-].C1(P(C2C=CC=CC=2)C2C=CC=CC=2)C=CC=CC=1.O. Product: [CH3:21][O:20][C:17]1[CH:16]=[CH:15][C:14]([CH2:13][O:12][CH2:11][CH2:10][O:9][CH2:8][CH2:7][O:6][CH2:5][CH2:4][NH2:1])=[CH:19][CH:18]=1. The catalyst class is: 165. (2) Reactant: [Cl:1][C:2]1[CH:7]=[CH:6][C:5]([C:8]2[CH:13]=[CH:12][C:11]([N+:14]([O-:16])=[O:15])=[CH:10][CH:9]=2)=[CH:4][CH:3]=1.CC(C)([O-])C.[K+].[CH:23](Cl)([Cl:25])[Cl:24]. Product: [Cl:1][C:2]1[CH:3]=[CH:4][C:5]([C:8]2[CH:13]=[CH:12][C:11]([N+:14]([O-:16])=[O:15])=[C:10]([CH:23]([Cl:25])[Cl:24])[CH:9]=2)=[CH:6][CH:7]=1. The catalyst class is: 198. (3) Reactant: Br[C:2]1[CH:3]=[N:4][CH:5]=[C:6]([Br:8])[CH:7]=1.[NH2:9][CH2:10][CH2:11][NH:12][C:13](=[O:19])[O:14][C:15]([CH3:18])([CH3:17])[CH3:16].CC1(C)C2C(=C(P(C3C=CC=CC=3)C3C=CC=CC=3)C=CC=2)OC2C(P(C3C=CC=CC=3)C3C=CC=CC=3)=CC=CC1=2.C(=O)([O-])[O-].[Cs+].[Cs+]. Product: [Br:8][C:6]1[CH:7]=[C:2]([NH:9][CH2:10][CH2:11][NH:12][C:13](=[O:19])[O:14][C:15]([CH3:17])([CH3:16])[CH3:18])[CH:3]=[N:4][CH:5]=1. The catalyst class is: 187.